Task: Predict the product of the given reaction.. Dataset: Forward reaction prediction with 1.9M reactions from USPTO patents (1976-2016) Given the reactants [C:1]([CH2:3][C:4]([O:6][CH3:7])=[O:5])#[N:2].C(=O)([O-])[O-].[K+].[K+].Br[CH2:15][CH2:16]Br, predict the reaction product. The product is: [C:1]([C:3]1([C:4]([O:6][CH3:7])=[O:5])[CH2:16][CH2:15]1)#[N:2].